This data is from Full USPTO retrosynthesis dataset with 1.9M reactions from patents (1976-2016). The task is: Predict the reactants needed to synthesize the given product. (1) Given the product [NH2:1][C:2]1[C:3]([C:21]([NH:23][C:24]2[C:29]([N:30]3[CH2:35][CH2:34][C:33]([NH2:37])([CH3:36])[CH2:32][CH2:31]3)=[CH:28][CH:27]=[CH:26][N:25]=2)=[O:22])=[N:4][C:5]([C:8]2[C:13]([C:14]([F:16])([F:15])[F:17])=[CH:12][CH:11]=[C:10]([CH:18]3[CH2:20][CH2:19]3)[N:9]=2)=[CH:6][N:7]=1, predict the reactants needed to synthesize it. The reactants are: [NH2:1][C:2]1[C:3]([C:21]([NH:23][C:24]2[C:29]([N:30]3[CH2:35][CH2:34][C:33]([NH:37]C(=O)OC(C)(C)C)([CH3:36])[CH2:32][CH2:31]3)=[CH:28][CH:27]=[CH:26][N:25]=2)=[O:22])=[N:4][C:5]([C:8]2[C:13]([C:14]([F:17])([F:16])[F:15])=[CH:12][CH:11]=[C:10]([CH:18]3[CH2:20][CH2:19]3)[N:9]=2)=[CH:6][N:7]=1.FC(F)(F)C(O)=O.C(=O)(O)[O-].[Na+]. (2) Given the product [N:1]1[C:10]2[C@H:9]([NH:11][CH2:26][CH2:25][CH2:24][CH2:23][N:14]3[C:15](=[O:22])[C:16]4[C:21](=[CH:20][CH:19]=[CH:18][CH:17]=4)[C:13]3=[O:12])[CH2:8][CH2:7][CH2:6][C:5]=2[CH:4]=[CH:3][CH:2]=1, predict the reactants needed to synthesize it. The reactants are: [N:1]1[C:10]2[C@H:9]([NH2:11])[CH2:8][CH2:7][CH2:6][C:5]=2[CH:4]=[CH:3][CH:2]=1.[O:12]=[C:13]1[C:21]2[C:16](=[CH:17][CH:18]=[CH:19][CH:20]=2)[C:15](=[O:22])[N:14]1[CH2:23][CH2:24][CH2:25][CH:26]=O.C(=O)([O-])[O-].[K+].[K+].